Dataset: Full USPTO retrosynthesis dataset with 1.9M reactions from patents (1976-2016). Task: Predict the reactants needed to synthesize the given product. (1) Given the product [Cl:13][C:14]1[CH:15]=[CH:16][C:17]2[S:21][C:20]([S:22]([NH:1][C:2]3[S:3][C:4]([C:8]([OH:10])=[O:9])=[C:5]([CH3:7])[N:6]=3)(=[O:24])=[O:23])=[C:19]([CH3:26])[C:18]=2[CH:27]=1, predict the reactants needed to synthesize it. The reactants are: [NH2:1][C:2]1[S:3][C:4]([C:8]([O:10]CC)=[O:9])=[C:5]([CH3:7])[N:6]=1.[Cl:13][C:14]1[CH:15]=[CH:16][C:17]2[S:21][C:20]([S:22](Cl)(=[O:24])=[O:23])=[C:19]([CH3:26])[C:18]=2[CH:27]=1.N1C=CC=CC=1.[OH-].[Na+].C(O)(C(F)(F)F)=O. (2) Given the product [CH3:1][N:2]([C@@H:13]1[CH2:17][CH2:16][N:15]([C:18]2[C:19]3[CH:26]=[CH:25][N:24]([CH2:27][O:28][CH2:29][CH2:30][Si:31]([CH3:34])([CH3:33])[CH3:32])[C:20]=3[N:21]=[CH:22][N:23]=2)[CH2:14]1)[C:3]1[CH:8]=[C:7]2[CH:9]=[N:37][NH:10][C:6]2=[CH:5][N:4]=1, predict the reactants needed to synthesize it. The reactants are: [CH3:1][N:2]([C@@H:13]1[CH2:17][CH2:16][N:15]([C:18]2[C:19]3[CH:26]=[CH:25][N:24]([CH2:27][O:28][CH2:29][CH2:30][Si:31]([CH3:34])([CH3:33])[CH3:32])[C:20]=3[N:21]=[CH:22][N:23]=2)[CH2:14]1)[C:3]1[CH:8]=[C:7]([CH3:9])[C:6]([N+:10]([O-])=O)=[CH:5][N:4]=1.[NH4+].[Cl-].[N:37]([O-])=O.[Na+].N.O. (3) The reactants are: [CH2:1]1[N:6]2[CH2:7][N:8]3[CH2:10][N:4]([CH2:5]2)[CH2:3][N:2]1[CH2:9]3.[Cl:11][C:12]1[S:13][C:14]([CH2:17]Cl)=[CH:15][CH:16]=1. Given the product [Cl:11][C:12]1[S:13][C:14]([CH2:17][CH:1]2[N:6]3[CH2:5][N:4]4[CH2:10][N:8]([CH2:9][N:2]2[CH2:3]4)[CH2:7]3)=[CH:15][CH:16]=1, predict the reactants needed to synthesize it. (4) Given the product [CH3:1][C:2]1[C:12]2[N:11]3[CH2:13][C@H:8]([CH2:9][CH2:10]3)[N:7]([C:28]([NH:27][C:23]3[CH:22]=[N:21][CH:26]=[CH:25][CH:24]=3)=[O:29])[C:6]=2[N:5]=[C:4]([C:14]2[CH:15]=[N:16][C:17]([CH3:20])=[CH:18][CH:19]=2)[CH:3]=1, predict the reactants needed to synthesize it. The reactants are: [CH3:1][C:2]1[C:12]2[N:11]3[CH2:13][C@H:8]([CH2:9][CH2:10]3)[NH:7][C:6]=2[N:5]=[C:4]([C:14]2[CH:15]=[N:16][C:17]([CH3:20])=[CH:18][CH:19]=2)[CH:3]=1.[N:21]1[CH:26]=[CH:25][CH:24]=[C:23]([NH:27][C:28](=O)[O:29]C2C=CC=CC=2)[CH:22]=1.C(OCC)(=O)C. (5) Given the product [CH2:1]([O:5][C:6]1[CH:7]=[C:8]2[C:12](=[CH:13][CH:14]=1)[NH:11][C:10]([CH3:15])=[C:9]2[CH:26]=[O:27])[CH2:2][CH2:3][CH3:4], predict the reactants needed to synthesize it. The reactants are: [CH2:1]([O:5][C:6]1[CH:7]=[C:8]2[C:12](=[CH:13][CH:14]=1)[NH:11][C:10]([CH3:15])=[CH:9]2)[CH2:2][CH2:3][CH3:4].CC1NC2C(C=1[CH:26]=[O:27])=CC(OCCC)=CC=2. (6) Given the product [Br:14][C:15]1[CH:20]=[CH:19][C:9]([CH:7]([N:3]2[CH2:2][CH2:6][CH2:4]2)[CH3:8])=[CH:17][CH:16]=1, predict the reactants needed to synthesize it. The reactants are: C[CH2:2][N:3]([CH:7]([CH3:9])[CH3:8])[CH:4]([CH3:6])C.N1CCC1.[Br:14][C:15]1[CH:20]=[CH:19]C(C(Cl)C)=[CH:17][CH:16]=1. (7) Given the product [Cl:16][C:17]1[C:18]([C:2]2[CH:7]=[N:6][CH:5]=[C:4]([NH:8][CH2:9][CH:10]3[CH2:15][CH2:14][O:13][CH2:12][CH2:11]3)[CH:3]=2)=[CH:19][C:20]([F:23])=[N:21][CH:22]=1, predict the reactants needed to synthesize it. The reactants are: Br[C:2]1[CH:3]=[C:4]([NH:8][CH2:9][CH:10]2[CH2:15][CH2:14][O:13][CH2:12][CH2:11]2)[CH:5]=[N:6][CH:7]=1.[Cl:16][C:17]1[C:18](B(O)O)=[CH:19][C:20]([F:23])=[N:21][CH:22]=1.C(Cl)Cl.C(=O)([O-])[O-].[Na+].[Na+]. (8) Given the product [CH3:1][O:2][C:3](=[O:4])[C:5]1[CH:13]=[CH:12][CH:11]=[C:7]([C:8]([N:37]([CH3:36])[CH2:38][C:39]2[S:40][CH:41]=[C:42]([CH3:44])[N:43]=2)=[O:10])[CH:6]=1, predict the reactants needed to synthesize it. The reactants are: [CH3:1][O:2][C:3]([C:5]1[CH:6]=[C:7]([CH:11]=[CH:12][CH:13]=1)[C:8]([OH:10])=O)=[O:4].CN(C(ON1N=NC2C=CC=CC1=2)=[N+](C)C)C.[B-](F)(F)(F)F.[CH3:36][NH:37][CH2:38][C:39]1[S:40][CH:41]=[C:42]([CH3:44])[N:43]=1.CCN(C(C)C)C(C)C.Cl.